Dataset: Full USPTO retrosynthesis dataset with 1.9M reactions from patents (1976-2016). Task: Predict the reactants needed to synthesize the given product. (1) Given the product [Cl:1][C:2]1[C:7]([O:8][CH3:9])=[CH:6][C:5]([C:10]2[O:11][C:12]([C:20](=[O:36])[CH:21]([O:34][CH3:35])[C:22]3[CH:23]=[CH:24][C:25]([N:28]4[CH2:29][CH2:30][O:31][CH2:32][CH2:33]4)=[CH:26][CH:27]=3)=[CH:13][CH:14]=2)=[CH:4][C:3]=1[O:15][CH3:16], predict the reactants needed to synthesize it. The reactants are: [Cl:1][C:2]1[C:7]([O:8][CH3:9])=[CH:6][C:5]([C:10]2[O:11][CH:12]=[CH:13][CH:14]=2)=[CH:4][C:3]=1[O:15][CH3:16].CON(C)[C:20](=[O:36])[CH:21]([O:34][CH3:35])[C:22]1[CH:27]=[CH:26][C:25]([N:28]2[CH2:33][CH2:32][O:31][CH2:30][CH2:29]2)=[CH:24][CH:23]=1. (2) Given the product [CH3:1][C:2]([S@@:5]([NH2:7])=[O:6])([CH3:4])[CH3:3].[CH3:51][C:44]1[N:15]([C@@H:16]([CH:18]2[CH2:23][CH2:22][O:21][CH2:20][CH2:19]2)[CH3:17])[C:10]2=[N:11][CH:12]=[CH:13][CH:14]=[C:9]2[C:45]=1[C:46]([O:48][CH2:49][CH3:50])=[O:47], predict the reactants needed to synthesize it. The reactants are: [CH3:1][C:2]([S@@:5]([NH2:7])=[O:6])([CH3:4])[CH3:3].I[C:9]1[C:10]([NH:15][C@@H:16]([CH:18]2[CH2:23][CH2:22][O:21][CH2:20][CH2:19]2)[CH3:17])=[N:11][CH:12]=[CH:13][CH:14]=1.C1(C2C=CC=CC=2)C(O)=CC=CC=1.C(=O)([O-])[O-].[Cs+].[Cs+].O[C:44]([CH3:51])=[CH:45][C:46]([O:48][CH2:49][CH3:50])=[O:47]. (3) Given the product [Br:14][C:8]1[CH:7]=[C:6]([CH2:5][CH:4]([OH:15])[C:3]([OH:2])=[O:16])[CH:11]=[C:10]([Br:12])[C:9]=1[O:13][CH2:24][C:25]1[CH:34]=[CH:33][C:32]2[C:27](=[CH:28][CH:29]=[CH:30][CH:31]=2)[CH:26]=1, predict the reactants needed to synthesize it. The reactants are: C[O:2][C:3](=[O:16])[CH:4]([OH:15])[CH2:5][C:6]1[CH:11]=[C:10]([Br:12])[C:9]([OH:13])=[C:8]([Br:14])[CH:7]=1.C(=O)([O-])[O-].[K+].[K+].Br[CH2:24][C:25]1[CH:34]=[CH:33][C:32]2[C:27](=[CH:28][CH:29]=[CH:30][CH:31]=2)[CH:26]=1. (4) Given the product [CH3:33][C:30]([O:29][C:27]([NH:26][C@@H:25]([CH2:24][CH2:23][C:22](=[O:21])[C:2]1[CH:7]=[CH:6][C:5]([O:8][CH2:9][C:10]2[CH:15]=[CH:14][CH:13]=[CH:12][CH:11]=2)=[CH:4][CH:3]=1)[C:34]([O:36][CH3:37])=[O:35])=[O:28])([CH3:31])[CH3:32], predict the reactants needed to synthesize it. The reactants are: Br[C:2]1[CH:7]=[CH:6][C:5]([O:8][CH2:9][C:10]2[CH:15]=[CH:14][CH:13]=[CH:12][CH:11]=2)=[CH:4][CH:3]=1.C([Li])CCC.[O:21]=[C:22]1[N:26]([C:27]([O:29][C:30]([CH3:33])([CH3:32])[CH3:31])=[O:28])[C@H:25]([C:34]([O:36][CH3:37])=[O:35])[CH2:24][CH2:23]1. (5) Given the product [CH2:37]([N:34]1[CH:35]=[N:36][C:32]([C:18]2[CH:17]=[C:16]([CH:14]([C:9]3[C:10](=[O:13])[CH:11]=[CH:12][N:7]([C:5]4[CH:4]=[N:3][N:2]([CH3:1])[CH:6]=4)[N:8]=3)[CH3:15])[CH:21]=[CH:20][CH:19]=2)=[N:33]1)[CH3:38], predict the reactants needed to synthesize it. The reactants are: [CH3:1][N:2]1[CH:6]=[C:5]([N:7]2[CH:12]=[CH:11][C:10](=[O:13])[C:9]([CH:14]([C:16]3[CH:21]=[CH:20][CH:19]=[C:18](B4OC(C)(C)C(C)(C)O4)[CH:17]=3)[CH3:15])=[N:8]2)[CH:4]=[N:3]1.Br[C:32]1[N:36]=[CH:35][N:34]([CH2:37][CH3:38])[N:33]=1.CC1NC(C2C=C(C=CC=2)CC2C(=O)C=CN(C3C=NN(C)C=3)N=2)=NC=1. (6) Given the product [C:19]1([C:9]2[C:8]3[C:17]4=[C:16]5[C:5](=[CH:6][CH:7]=3)[CH:4]=[CH:3][C:2]([Br:1])=[C:15]5[CH:14]=[CH:13][C:12]4=[CH:11][CH:10]=2)[CH:24]=[CH:23][CH:22]=[CH:21][CH:20]=1, predict the reactants needed to synthesize it. The reactants are: [Br:1][C:2]1[C:15]2[C:16]3=[C:17]4[C:12](=[CH:13][CH:14]=2)[CH:11]=[CH:10][C:9](Br)=[C:8]4[CH:7]=[CH:6][C:5]3=[CH:4][CH:3]=1.[C:19]1(B(O)O)[CH:24]=[CH:23][CH:22]=[CH:21][CH:20]=1.C(=O)([O-])[O-].[Na+].[Na+].